From a dataset of Full USPTO retrosynthesis dataset with 1.9M reactions from patents (1976-2016). Predict the reactants needed to synthesize the given product. (1) Given the product [Br:1][C:2]1[CH:7]=[CH:6][CH:5]=[CH:4][C:3]=1[CH2:8][C:9]([O:11][CH2:18][CH3:19])=[O:10], predict the reactants needed to synthesize it. The reactants are: [Br:1][C:2]1[CH:7]=[CH:6][CH:5]=[CH:4][C:3]=1[CH2:8][C:9]([OH:11])=[O:10].C(=O)([O-])[O-].[K+].[K+].[CH2:18](I)[CH3:19].O. (2) Given the product [CH3:14][C:10]([CH3:15])([CH2:11][CH:12]=[CH2:13])[CH2:9][CH2:8][NH2:5], predict the reactants needed to synthesize it. The reactants are: CP(C)C.[N:5]([CH2:8][CH2:9][C:10]([CH3:15])([CH3:14])[CH2:11][CH:12]=[CH2:13])=[N+]=[N-].